Dataset: Forward reaction prediction with 1.9M reactions from USPTO patents (1976-2016). Task: Predict the product of the given reaction. (1) Given the reactants Br[C:2]1[CH:3]=[C:4]([CH:8]([NH:12][C:13]([C:15]2[CH:16]=[N:17][N:18]([C:21]3[CH:26]=[CH:25][C:24]([Cl:27])=[CH:23][CH:22]=3)[C:19]=2[CH3:20])=[O:14])[CH2:9][CH2:10][CH3:11])[CH:5]=[N:6][CH:7]=1.[CH3:28][S:29]([O-:31])=[O:30].[Na+].CS(C)=O.CNCCNC, predict the reaction product. The product is: [CH3:28][S:29]([C:2]1[CH:3]=[C:4]([CH:8]([NH:12][C:13]([C:15]2[CH:16]=[N:17][N:18]([C:21]3[CH:26]=[CH:25][C:24]([Cl:27])=[CH:23][CH:22]=3)[C:19]=2[CH3:20])=[O:14])[CH2:9][CH2:10][CH3:11])[CH:5]=[N:6][CH:7]=1)(=[O:31])=[O:30]. (2) Given the reactants [Cl:1][C:2]1[C:23]([Cl:24])=[CH:22][C:5]2[N:6]([C:11]3[CH:16]=[CH:15][C:14]([C:17]([CH3:21])([CH3:20])[C:18]#[N:19])=[CH:13][CH:12]=3)[C:7]([CH2:9][CH3:10])=[N:8][C:4]=2[CH:3]=1.C(Cl)(Cl)Cl.[C:29]1([CH3:41])[CH:34]=[CH:33][C:32]([S:35]([N:38]=[C:39]=[O:40])(=[O:37])=[O:36])=[CH:31][CH:30]=1.C(N(CC)CC)C, predict the reaction product. The product is: [Cl:1][C:2]1[C:23]([Cl:24])=[CH:22][C:5]2[N:6]([C:11]3[CH:12]=[CH:13][C:14]([C:17]([CH3:21])([CH3:20])[CH2:18][NH:19][C:39]([NH:38][S:35]([C:32]4[CH:33]=[CH:34][C:29]([CH3:41])=[CH:30][CH:31]=4)(=[O:37])=[O:36])=[O:40])=[CH:15][CH:16]=3)[C:7]([CH2:9][CH3:10])=[N:8][C:4]=2[CH:3]=1. (3) Given the reactants Cl[S:2]([OH:5])(=O)=[O:3].[F:6][C:7]([F:16])([F:15])[C:8]1[CH:14]=[CH:13][CH:12]=[CH:11][C:9]=1[NH2:10].[CH3:17][N:18]1[CH2:23][CH2:22][NH:21][CH2:20][CH2:19]1, predict the reaction product. The product is: [CH3:17][N:18]1[CH2:23][CH2:22][N:21]([S:2]([C:13]2[CH:12]=[CH:11][C:9]([NH2:10])=[C:8]([C:7]([F:15])([F:16])[F:6])[CH:14]=2)(=[O:5])=[O:3])[CH2:20][CH2:19]1. (4) Given the reactants [Br:1][C:2]1[CH:3]=[N:4][C:5]2[N:6]([N:8]=[C:9]([C:11]([OH:13])=O)[CH:10]=2)[CH:7]=1.[CH2:14]1[C:23]2[C:18](=[CH:19][CH:20]=[C:21]([C:24]#[N:25])[CH:22]=2)[CH2:17][CH2:16][NH:15]1, predict the reaction product. The product is: [Br:1][C:2]1[CH:3]=[N:4][C:5]2[N:6]([N:8]=[C:9]([C:11]([N:15]3[CH2:16][CH2:17][C:18]4[C:23](=[CH:22][C:21]([C:24]#[N:25])=[CH:20][CH:19]=4)[CH2:14]3)=[O:13])[CH:10]=2)[CH:7]=1.